The task is: Predict which catalyst facilitates the given reaction.. This data is from Catalyst prediction with 721,799 reactions and 888 catalyst types from USPTO. (1) Reactant: [Cl:1][C:2]1[C:3]([C:31]2[S:35][C:34]([C:36]3([O:40][CH2:41][O:42][CH3:43])[CH2:39][CH2:38][CH2:37]3)=[N:33][CH:32]=2)=[C:4]2[CH:10]=[C:9]([C:11]3[CH:12]=[N:13][N:14]([CH2:16][CH:17]([OH:20])CO)[CH:15]=3)[N:8]([S:21]([C:24]3[CH:30]=[CH:29][C:27]([CH3:28])=[CH:26][CH:25]=3)(=[O:23])=[O:22])[C:5]2=[N:6][CH:7]=1.O1CCCC1.I([O-])(=O)(=O)=O.[Na+]. Product: [Cl:1][C:2]1[C:3]([C:31]2[S:35][C:34]([C:36]3([O:40][CH2:41][O:42][CH3:43])[CH2:37][CH2:38][CH2:39]3)=[N:33][CH:32]=2)=[C:4]2[CH:10]=[C:9]([C:11]3[CH:12]=[N:13][N:14]([CH2:16][CH:17]=[O:20])[CH:15]=3)[N:8]([S:21]([C:24]3[CH:30]=[CH:29][C:27]([CH3:28])=[CH:26][CH:25]=3)(=[O:23])=[O:22])[C:5]2=[N:6][CH:7]=1. The catalyst class is: 6. (2) The catalyst class is: 25. Product: [F:24][C:2]1[CH:7]=[C:6]([C:8]2[CH:13]=[CH:12][C:11]([O:14][CH:15]([CH3:17])[CH3:16])=[CH:10][CH:9]=2)[N:5]=[C:4]([C:18]2[N:23]=[CH:22][CH:21]=[CH:20][N:19]=2)[CH:3]=1. Reactant: Cl[C:2]1[CH:7]=[C:6]([C:8]2[CH:13]=[CH:12][C:11]([O:14][CH:15]([CH3:17])[CH3:16])=[CH:10][CH:9]=2)[N:5]=[C:4]([C:18]2[N:23]=[CH:22][CH:21]=[CH:20][N:19]=2)[CH:3]=1.[F-:24].[Cs+].CS(C)=O. (3) Reactant: [BH4-].[Na+].[Br:3][C:4]1[CH:5]=[C:6]([Cl:15])[CH:7]=[C:8]2[C:13]=1[O:12][CH2:11][CH2:10][C:9]2=[O:14]. Product: [Br:3][C:4]1[CH:5]=[C:6]([Cl:15])[CH:7]=[C:8]2[C:13]=1[O:12][CH2:11][CH2:10][CH:9]2[OH:14]. The catalyst class is: 5.